From a dataset of Forward reaction prediction with 1.9M reactions from USPTO patents (1976-2016). Predict the product of the given reaction. (1) Given the reactants C[Al](C)C.[CH3:5][O:6][C:7]1[CH:8]=[C:9]([CH:18]=[C:19]([O:21][CH3:22])[CH:20]=1)[CH2:10][CH2:11][C:12]1[CH:16]=[C:15]([NH2:17])[NH:14][N:13]=1.[CH3:23][C@H:24]1[N:29]([CH3:30])[CH2:28][CH2:27][N:26]([C:31]2[CH:40]=[CH:39][C:34]([C:35](OC)=[O:36])=[CH:33][CH:32]=2)[CH2:25]1.Cl, predict the reaction product. The product is: [CH3:5][O:6][C:7]1[CH:8]=[C:9]([CH:18]=[C:19]([O:21][CH3:22])[CH:20]=1)[CH2:10][CH2:11][C:12]1[CH:16]=[C:15]([NH:17][C:35](=[O:36])[C:34]2[CH:33]=[CH:32][C:31]([N:26]3[CH2:27][CH2:28][N:29]([CH3:30])[C@H:24]([CH3:23])[CH2:25]3)=[CH:40][CH:39]=2)[NH:14][N:13]=1. (2) Given the reactants [CH2:1]([O:3][C:4](=[O:15])[CH2:5][C:6]1[N:14]=[CH:13][CH:12]=[CH:11][C:7]=1[C:8]([OH:10])=[O:9])[CH3:2].C([O-])(O)=O.[Na+].[CH2:21](I)[CH3:22], predict the reaction product. The product is: [CH2:1]([O:3][C:4](=[O:15])[CH2:5][C:6]1[N:14]=[CH:13][CH:12]=[CH:11][C:7]=1[C:8]([O:10][CH2:21][CH3:22])=[O:9])[CH3:2]. (3) Given the reactants [N+:1]([C:4]1[CH:11]=[CH:10][C:7]([CH:8]=O)=[CH:6][CH:5]=1)([O-:3])=[O:2].C1(C)C=CC=CC=1.[CH3:19][C:20]1([CH3:28])[O:27][C:25](=[O:26])[CH2:24][C:22](=[O:23])[O:21]1.N1CCCCC1, predict the reaction product. The product is: [CH3:19][C:20]1([CH3:28])[O:27][C:25](=[O:26])[C:24](=[CH:8][C:7]2[CH:10]=[CH:11][C:4]([N+:1]([O-:3])=[O:2])=[CH:5][CH:6]=2)[C:22](=[O:23])[O:21]1.